This data is from Experimentally validated miRNA-target interactions with 360,000+ pairs, plus equal number of negative samples. The task is: Binary Classification. Given a miRNA mature sequence and a target amino acid sequence, predict their likelihood of interaction. (1) The miRNA is bta-miR-205 with sequence UCCUUCAUUCCACCGGAGUCUG. The protein sequence of the target gene is MAGSHAGTLRVLQAVDTELTADSVEWCPVEGYQHLLACGTYQLRAPRDQPALDGSEPQVRLGRLYLFSFSEHNTAKPLLEVQRRDSSAVLDMKWCHIPVSGHVLLGLANASGSIGLLRLMECENNSYTLQPISSLALDENCLSLSMDWSTGKSVRAREQPLKIISSDSKGQLHLLMVNEGTAELQLVASWPAHHFEAWIAAFNYWQTELVYSGGDDCLLRGWDTRMLGTPVFTSKRHCMGVCSIQSSPHQEHILATGSYDEHVLLWDTRNIRQPLADVPVQGGVWRLKWHPVHHHLLLAA.... Result: 0 (no interaction). (2) The miRNA is hsa-miR-379-3p with sequence UAUGUAACAUGGUCCACUAACU. The protein sequence of the target gene is MLLFVEVTSKGTGLNPNAKVWQEIPSGNPDGTPVTEPSWHETAATSGSHPEGHTELSEDMCKEYEVMYSPSCETTRNTADVEESADGMILGPEDLSYQLYDVSGESSSAISTEDLKECLKKQLEFCFSRENLSKDLYLISQMDSDQFVPIWTVANMEEIKKLTTNTDLILEVLRSSPMVQVDEKGEKVRPSHKRCIVILREIPETTPVEEVKALFKNENCPKVISCEFAHNSNWYITFQSDTDAQQAFKYLREEVKTFQGKPIMARIKAINTFFAKNGYRLMDSSMYTQPIQTPTQYPSP.... Result: 0 (no interaction). (3) The miRNA is hsa-miR-6760-5p with sequence CAGGGAGAAGGUGGAAGUGCAGA. The protein sequence of the target gene is MDPKGSLSWRILLFLSLAFELSYGTGGGVMDCPVILQKLGQDTWLPLTNEHQINKSVNKSVRILVTMATSPGSKSNKKIVSFDLSKGSYPDHLEDGYHFQSKNLSLKILGNRRESEGWYLVSVEENVSVQQFCKQLKLYEQVSPPEIKVLNKTQENENGTCSLLLACTVKKGDHVTYSWSDEAGTHLLSRANRSHLLHITLSNQHQDSIYNCTASNPVSSISRTFNLSSQACKQESSSESSPWMQYTLVPLGVVIIFILVFTAIIMMKRQGKSNHCQPPVEEKSLTIYAQVQKSGPQEKK.... Result: 0 (no interaction). (4) The miRNA is mmu-miR-382-3p with sequence UCAUUCACGGACAACACUUUUU. The protein sequence of the target gene is MGTNGGVIAEQSMEIETNENPDKVEEPVVRRKRVTRRRHRRIHSKNNCLTPPNSDDDPQMSTPDDPVIHSPPSIGAAPGMNGYHGSGVKLEESSGACGSPDDGLLDSSEESRRRQKTCRVCGDHATGYNFNVITCESCKAFFRRNALRPKEFKCPYSEDCEINSVSRRFCQKCRLRKCFTVGMKKEWILNEEQLRRRKNSRLNNTGTCNKRSQPGNQQSPQGPNQQPHLSPHHPGVAIYPPQPQRPLTINPMDNQMMHHMQANRPNAMPQLISPPGAQPYPLTSPVGSSASDSPPNRSLT.... Result: 0 (no interaction). (5) The protein sequence of the target gene is MHLKPYWKLQKKEHPPEVSRETQRTPMNHQKAVNDETCKASHITSSVFPSASLGKASSRKPFGILSPNVLCSMSGKSPVESSLNVKTKKNAPSATIHQGEEEGPLDIWAVVKPGNTKEKIAFFASHQCSNRIGSMKIKSSWDIDGRATKRRKKSGDLKKAKVQVERMREVNSRCYQPEPFACGIEHCSVHYVSDSGDGVYAGRPLSVIQMVAFLEQRASALLASCSKNCTNSPAIVRFSGQSRGVPAVSESYSAPGACEEPTERGNLEVGEPQSEPVRVLDMVAKLESECLKRQGQREPG.... The miRNA is hsa-miR-581 with sequence UCUUGUGUUCUCUAGAUCAGU. Result: 0 (no interaction). (6) The miRNA is bta-miR-93 with sequence CAAAGUGCUGUUCGUGCAGGUA. The protein sequence of the target gene is MKYTKCNFMMSVLGIIIYVTDLVADIVLSVRYFHDGQYVLGVLTLSFVLCGTLIVHCFSYSWLKADLEKAGQENERYFLLLHCLQGGVFTRYWFALRTGYHVVFKHSDRKSNFMEEQTDPHKEAIDMATDLSMLRLFETYLEGCPQLILQLYAFLECGQANLSQCMVIMVSCCAISWSTVDYQIALRKSLPDKNLLRGLWPKLMYLFYKLLTLLSWMLSVVLLLFVDVRVALLLLLFLWITGFIWAFINHTQFCNSVSMEFLYRIVVGFILVFTFFNIKGQNTKCPMSCYYTVRVLGTLG.... Result: 0 (no interaction). (7) The miRNA is hsa-miR-3148 with sequence UGGAAAAAACUGGUGUGUGCUU. The protein sequence of the target gene is MWRAKLRRGTCEPAVKGSPSACYSPSSPVQVLEDSTYFSPDFQLYSGRHETSALTVEATSSIREKVVEDPLCNFHSPNFLRISEVEMRGSEDAAAGTVLQRLIQEQLRYGTPTENMNLLAIQHQATGSAGPAHPTNNFSSTENLTQEDPQMVYQSARQEPQGQEHQVDNTVMEKQVRSTQPQQNNEELPTYEEAKAQSQFFRGQQQQQQQQGAVGHGYYMAGGTSQKSRTEGRPTVNRANSGQAHKDEALKELKQGHVRSLSERIMQLSLERNGAKQHLPGSGNGKGFKVGGGPSPAQPA.... Result: 1 (interaction). (8) The miRNA is cel-miR-252-5p with sequence AUAAGUAGUAGUGCCGCAGGUAA. The protein sequence of the target gene is MEPITFTARKHLLSNEVSVDFGLQLVGSLPVHSLTTMPMLPWVVAEVRRLSRQSTRKEPVTKQVRLCVSPSGLRCEPEPGRSQQWDPLIYSSIFECKPQRVHKLIHNSHDPSYFACLIKEDAVHRQSICYVFKADDQTKVPEIISSIRQAGKIARQEELHCPSEFDDTFSKKFEVLFCGRVTVAHKKAPPALIDECIEKFNHVSGSRGSESPRPNPPHAAPTGSQEPVRRPMRKSFSQPGLRSLAFRKELQDGGLRSSGFFSSFEESDIENHLISGHNIVQPTDIEENRTMLFTIGQSEV.... Result: 0 (no interaction). (9) The miRNA is hsa-miR-7854-3p with sequence UGAGGUGACCGCAGAUGGGAA. The protein sequence of the target gene is MLSHGAGLALWITLSLLQTGLAEPERCNFTLAESKASSHSVSIQWRILGSPCNFSLIYSSDTLGAALCPTFRIDNTTYGCNLQDLQAGTIYNFRIISLDEERTVVLQTDPLPPARFGVSKEKTTSTSLHVWWTPSSGKVTSYEVQLFDENNQKIQGVQIQESTSWNEYTFFNLTAGSKYNIAITAVSGGKRSFSVYTNGSTVPSPVKDIGISTKANSLLISWSHGSGNVERYRLMLMDKGILVHGGVVDKHATSYAFHGLTPGYLYNLTVMTEAAGLQNYRWKLVRTAPMEVSNLKVTND.... Result: 1 (interaction).